Dataset: Catalyst prediction with 721,799 reactions and 888 catalyst types from USPTO. Task: Predict which catalyst facilitates the given reaction. (1) The catalyst class is: 252. Reactant: [CH2:1]([N:8]1[CH2:15][CH:14]2[CH2:16][CH:10]([CH2:11][NH:12][CH2:13]2)[CH2:9]1)[C:2]1[CH:7]=[CH:6][CH:5]=[CH:4][CH:3]=1.[CH3:17][S:18]([N:21]1[CH2:23][CH:22]1[CH2:24][O:25][C:26]1[CH:33]=[CH:32][C:29]([C:30]#[N:31])=[CH:28][CH:27]=1)(=[O:20])=[O:19]. Product: [NH3:8].[CH2:1]([N:8]1[CH2:9][CH:10]2[CH2:16][CH:14]([CH2:13][N:12]([CH2:23][CH:22]([NH:21][S:18]([CH3:17])(=[O:20])=[O:19])[CH2:24][O:25][C:26]3[CH:27]=[CH:28][C:29]([C:30]#[N:31])=[CH:32][CH:33]=3)[CH2:11]2)[CH2:15]1)[C:2]1[CH:7]=[CH:6][CH:5]=[CH:4][CH:3]=1. (2) Reactant: C(ON=O)(C)(C)C.[Br:8][C:9]1[CH:14]=[C:13]([C:15]([CH3:18])([CH3:17])[CH3:16])[CH:12]=[C:11]([F:19])[C:10]=1N. Product: [Br:8][C:9]1[CH:10]=[C:11]([F:19])[CH:12]=[C:13]([C:15]([CH3:18])([CH3:17])[CH3:16])[CH:14]=1. The catalyst class is: 3. (3) Reactant: NC(N)=S.[C:5]([NH:8][C:9]1[CH:10]=[CH:11][C:12]([F:31])=[C:13]([C@@:15]2([NH:23]C(=O)OC(C)(C)C)[C@:19]([F:22])([CH2:20][OH:21])[CH2:18][O:17][CH2:16]2)[CH:14]=1)(=[O:7])[CH3:6].FC(F)(F)C(O)=O.C(N(CC)CC)C.[C:46]([N:54]=[C:55]=[S:56])(=[O:53])[C:47]1[CH:52]=[CH:51][CH:50]=[CH:49][CH:48]=1. Product: [C:5]([NH:8][C:9]1[CH:10]=[CH:11][C:12]([F:31])=[C:13]([C@@:15]2([NH:23][C:55]([NH:54][C:46](=[O:53])[C:47]3[CH:52]=[CH:51][CH:50]=[CH:49][CH:48]=3)=[S:56])[C@:19]([F:22])([CH2:20][OH:21])[CH2:18][O:17][CH2:16]2)[CH:14]=1)(=[O:7])[CH3:6]. The catalyst class is: 4. (4) Product: [Cl:1][C:2]1[CH:21]=[CH:20][C:5]([O:6][C:7]2[C:16]3[C:11](=[CH:12][C:13]([O:19][CH2:45][CH2:44][CH2:43][N:40]4[CH2:39][CH2:38][S:37](=[O:47])(=[O:36])[CH2:42][CH2:41]4)=[C:14]([O:17][CH3:18])[CH:15]=3)[N:10]=[CH:9][N:8]=2)=[C:4]([F:22])[CH:3]=1. Reactant: [Cl:1][C:2]1[CH:21]=[CH:20][C:5]([O:6][C:7]2[C:16]3[C:11](=[CH:12][C:13]([OH:19])=[C:14]([O:17][CH3:18])[CH:15]=3)[N:10]=[CH:9][N:8]=2)=[C:4]([F:22])[CH:3]=1.C(P(CCCC)CCCC)CCC.[O:36]=[S:37]1(=[O:47])[CH2:42][CH2:41][N:40]([CH2:43][CH2:44][CH2:45]O)[CH2:39][CH2:38]1.N(C(N1CCCCC1)=O)=NC(N1CCCCC1)=O. The catalyst class is: 363. (5) Reactant: [CH3:1]N1CCCC1=O.[NH:8]1[CH2:13][CH2:12][CH:11]([O:14][C:15]2[CH:20]=[CH:19][C:18]([NH:21][C:22]3[N:27]=[C:26]([NH:28][CH2:29][C:30]4[C:35]([F:36])=[CH:34][CH:33]=[C:32]([F:37])[C:31]=4[F:38])[C:25]([C:39]([NH2:41])=[O:40])=[CH:24][N:23]=3)=[CH:17][CH:16]=2)[CH2:10][CH2:9]1.CI.C(=O)([O-])[O-].[K+].[K+]. Product: [CH3:1][N:8]1[CH2:13][CH2:12][CH:11]([O:14][C:15]2[CH:16]=[CH:17][C:18]([NH:21][C:22]3[N:27]=[C:26]([NH:28][CH2:29][C:30]4[C:35]([F:36])=[CH:34][CH:33]=[C:32]([F:37])[C:31]=4[F:38])[C:25]([C:39]([NH2:41])=[O:40])=[CH:24][N:23]=3)=[CH:19][CH:20]=2)[CH2:10][CH2:9]1. The catalyst class is: 6. (6) Reactant: [CH:1]([CH:4]1[N:9](C(OC(C)(C)C)=O)[CH2:8][CH2:7][N:6]2[C:17]3[CH:23]=[C:22]([S:24]([CH3:27])(=[O:26])=[O:25])[CH:21]=[CH:20][C:18]=3[N:19]=[C:5]12)([CH3:3])[CH3:2].C(O)(C(F)(F)F)=O. Product: [CH:1]([CH:4]1[NH:9][CH2:8][CH2:7][N:6]2[C:17]3[CH:23]=[C:22]([S:24]([CH3:27])(=[O:25])=[O:26])[CH:21]=[CH:20][C:18]=3[N:19]=[C:5]12)([CH3:3])[CH3:2]. The catalyst class is: 2. (7) Reactant: C([N-]C(C)C)(C)C.[Li+].[Br:9][C:10]1[CH:11]=[CH:12][C:13]2[CH:17]=[CH:16][S:15][C:14]=2[CH:18]=1.Cl[Si:20]([CH3:23])([CH3:22])[CH3:21]. Product: [Br:9][C:10]1[CH:11]=[CH:12][C:13]2[CH:17]=[C:16]([Si:20]([CH3:23])([CH3:22])[CH3:21])[S:15][C:14]=2[CH:18]=1. The catalyst class is: 7. (8) Reactant: [CH:1]1([CH2:4][NH:5][C:6]([C@@H:8]2[CH2:12][CH2:11][CH2:10][N:9]2[C:13](=[O:30])[CH2:14][O:15][C:16]2[N:20]([C:21]3[CH:26]=[CH:25][CH:24]=[CH:23][CH:22]=3)[N:19]=[C:18]([C:27]([OH:29])=O)[CH:17]=2)=[O:7])[CH2:3][CH2:2]1.CCN(C(C)C)C(C)C.CN(C(ON1N=NC2C=CC=NC1=2)=[N+](C)C)C.F[P-](F)(F)(F)(F)F.[NH2:64][C@H:65]([C:75]([O:77][CH3:78])=[O:76])[CH2:66][CH2:67][C:68](=[O:74])[O:69][C:70]([CH3:73])([CH3:72])[CH3:71].Cl. Product: [CH3:78][O:77][C:75](=[O:76])[C@@H:65]([NH:64][C:27]([C:18]1[CH:17]=[C:16]([O:15][CH2:14][C:13]([N:9]2[CH2:10][CH2:11][CH2:12][C@H:8]2[C:6](=[O:7])[NH:5][CH2:4][CH:1]2[CH2:2][CH2:3]2)=[O:30])[N:20]([C:21]2[CH:26]=[CH:25][CH:24]=[CH:23][CH:22]=2)[N:19]=1)=[O:29])[CH2:66][CH2:67][C:68]([O:69][C:70]([CH3:71])([CH3:72])[CH3:73])=[O:74]. The catalyst class is: 3. (9) Reactant: C([O:3][C:4](=[O:29])[CH:5]([CH2:11][CH2:12][CH2:13][CH2:14][CH2:15][O:16][C:17]1[C:26]2[C:21](=[CH:22][CH:23]=[CH:24][CH:25]=2)[C:20]([CH:27]=[O:28])=[CH:19][CH:18]=1)[C:6]([O:8]CC)=[O:7])C.[OH-].[Na+]. Product: [CH:27]([C:20]1[C:21]2[C:26](=[CH:25][CH:24]=[CH:23][CH:22]=2)[C:17]([O:16][CH2:15][CH2:14][CH2:13][CH2:12][CH2:11][CH:5]([C:4]([OH:29])=[O:3])[C:6]([OH:8])=[O:7])=[CH:18][CH:19]=1)=[O:28]. The catalyst class is: 5.